This data is from HIV replication inhibition screening data with 41,000+ compounds from the AIDS Antiviral Screen. The task is: Binary Classification. Given a drug SMILES string, predict its activity (active/inactive) in a high-throughput screening assay against a specified biological target. (1) The drug is C1CCc2nnnn2CC1. The result is 0 (inactive). (2) The drug is COc1cc(C2SC(=N)Nc3c2c(C)nn3C(=O)Cc2ccccc2)ccc1O. The result is 1 (active). (3) The molecule is COc1cc(COC(=O)N(CC(=O)O)c2ccccc2)c([N+](=O)[O-])cc1OC. The result is 0 (inactive).